This data is from hERG potassium channel inhibition data for cardiac toxicity prediction from Karim et al.. The task is: Regression/Classification. Given a drug SMILES string, predict its toxicity properties. Task type varies by dataset: regression for continuous values (e.g., LD50, hERG inhibition percentage) or binary classification for toxic/non-toxic outcomes (e.g., AMES mutagenicity, cardiotoxicity, hepatotoxicity). Dataset: herg_karim. (1) The drug is [O-][n+]1ccc(CC(c2ccc(OC(F)F)c(OC3CC3)c2)c2cnc(C(O)(C(F)(F)F)C(F)(F)F)s2)cc1. The result is 0 (non-blocker). (2) The drug is COc1ncccc1[C@@H](C)c1c(CCN(C)C)sc2ccccc12. The result is 1 (blocker).